Dataset: Forward reaction prediction with 1.9M reactions from USPTO patents (1976-2016). Task: Predict the product of the given reaction. (1) Given the reactants [Cl:1][C:2]1[CH:7]=[C:6]2[NH:8][C:9](=[O:41])[C:10]3([CH:15]([C:16]4[CH:21]=[C:20]([Cl:22])[CH:19]=[CH:18][C:17]=4[O:23][C:24]([CH2:30][CH3:31])([C:27](O)=[O:28])[CH2:25][CH3:26])[CH2:14][C:13](=[O:32])[NH:12][CH:11]3[C:33]3[CH:38]=[C:37]([F:39])[CH:36]=[CH:35][C:34]=3[CH3:40])[C:5]2=[CH:4][CH:3]=1.Cl.[CH3:43][NH:44][CH3:45].CN(C(ON1N=NC2C=CC=NC1=2)=[N+](C)C)C.F[P-](F)(F)(F)(F)F.O, predict the reaction product. The product is: [Cl:1][C:2]1[CH:7]=[C:6]2[NH:8][C:9](=[O:41])[C:10]3([CH:15]([C:16]4[CH:21]=[C:20]([Cl:22])[CH:19]=[CH:18][C:17]=4[O:23][C:24]([CH2:30][CH3:31])([C:27](=[O:28])[N:44]([CH3:45])[CH3:43])[CH2:25][CH3:26])[CH2:14][C:13](=[O:32])[NH:12][CH:11]3[C:33]3[CH:38]=[C:37]([F:39])[CH:36]=[CH:35][C:34]=3[CH3:40])[C:5]2=[CH:4][CH:3]=1. (2) Given the reactants [N-:1]=[N+:2]=[N-:3].[Na+].Cl[CH2:6][C:7]1[CH:8]=[CH:9][C:10]([CH3:13])=[N:11][CH:12]=1.C(=O)([O-])O.[Na+].C(OCC)(=O)C, predict the reaction product. The product is: [CH3:13][C:10]1[N:11]=[CH:12][C:7]([CH2:6][N:1]=[N+:2]=[N-:3])=[CH:8][CH:9]=1. (3) The product is: [CH3:25][O:24][C:19]1[CH:20]=[CH:21][CH:22]=[CH:23][C:18]=1[C:17]1[C:11]2[C:12](=[N:13][CH:14]=[C:9]([C:5]3[CH:4]=[C:3]([CH:2]([C:34]4[C:39]([C:40]([F:43])([F:41])[F:42])=[CH:38][CH:37]=[CH:36][N:35]=4)[OH:1])[CH:8]=[CH:7][CH:6]=3)[CH:10]=2)[NH:15][N:16]=1. Given the reactants [OH:1][CH:2]([C:34]1[C:39]([C:40]([F:43])([F:42])[F:41])=[CH:38][CH:37]=[CH:36][N:35]=1)[C:3]1[CH:4]=[C:5]([C:9]2[CH:10]=[C:11]3[C:17]([C:18]4[CH:23]=[CH:22][CH:21]=[CH:20][C:19]=4[O:24][CH3:25])=[N:16][N:15](COC(=O)C(C)(C)C)[C:12]3=[N:13][CH:14]=2)[CH:6]=[CH:7][CH:8]=1.C(N)CN.Cl.C(=O)(O)[O-].[Na+], predict the reaction product. (4) Given the reactants Br[C:2]1[CH:27]=[C:26]([Cl:28])[CH:25]=[CH:24][C:3]=1[O:4][C:5]([C:8]1[N:12]([CH3:13])[C:11]([C:14]2[CH:19]=[CH:18][CH:17]=[CH:16][C:15]=2[C:20]([F:23])([F:22])[F:21])=[N:10][N:9]=1)([CH3:7])[CH3:6].[CH3:29][S:30]([O-:32])=[O:31].[Na+].O.C(OCC)(=O)C, predict the reaction product. The product is: [ClH:28].[Cl:28][C:26]1[CH:25]=[CH:24][C:3]([O:4][C:5]([C:8]2[N:12]([CH3:13])[C:11]([C:14]3[CH:19]=[CH:18][CH:17]=[CH:16][C:15]=3[C:20]([F:23])([F:22])[F:21])=[N:10][N:9]=2)([CH3:7])[CH3:6])=[C:2]([S:30]([CH3:29])(=[O:32])=[O:31])[CH:27]=1. (5) Given the reactants [F:1][C:2]([F:20])([F:19])[C:3](=O)[CH2:4][C:5]([C:7]1[CH:17]=[CH:16][C:10]2[O:11][CH2:12][C:13](=[O:15])[NH:14][C:9]=2[CH:8]=1)=O.[CH3:21][C:22]1[CH:27]=[CH:26][CH:25]=[C:24]([CH3:28])[C:23]=1[NH:29][NH2:30], predict the reaction product. The product is: [CH3:21][C:22]1[CH:27]=[CH:26][CH:25]=[C:24]([CH3:28])[C:23]=1[N:29]1[C:5]([C:7]2[CH:17]=[CH:16][C:10]3[O:11][CH2:12][C:13](=[O:15])[NH:14][C:9]=3[CH:8]=2)=[CH:4][C:3]([C:2]([F:20])([F:19])[F:1])=[N:30]1.